This data is from Catalyst prediction with 721,799 reactions and 888 catalyst types from USPTO. The task is: Predict which catalyst facilitates the given reaction. (1) Reactant: Cl[CH:2]([C:15]1[CH:20]=[CH:19][CH:18]=[CH:17][CH:16]=1)[C:3]([NH:5][C:6]1[CH:11]=[C:10]([CH3:12])[CH:9]=[C:8]([CH3:13])[C:7]=1[OH:14])=[O:4].C(=O)([O-])[O-].[K+].[K+].Cl.O. Product: [CH3:12][C:10]1[CH:9]=[C:8]([CH3:13])[C:7]2[O:14][CH:2]([C:15]3[CH:20]=[CH:19][CH:18]=[CH:17][CH:16]=3)[C:3](=[O:4])[NH:5][C:6]=2[CH:11]=1. The catalyst class is: 9. (2) Reactant: [CH:1]1([C:4]([N:6]2[CH2:11][CH2:10][N:9](C(OCC3C=CC=CC=3)=O)[CH2:8][CH2:7]2)=[O:5])[CH2:3][CH2:2]1. Product: [CH:1]1([C:4]([N:6]2[CH2:11][CH2:10][NH:9][CH2:8][CH2:7]2)=[O:5])[CH2:2][CH2:3]1. The catalyst class is: 178. (3) The catalyst class is: 391. Product: [CH2:29]([O:33][C:34]1[CH:38]=[C:37](/[CH:39]=[CH:15]/[S:16]([NH:19][C:20](=[O:26])[O:21][C:22]([CH3:24])([CH3:23])[CH3:25])(=[O:18])=[O:17])[N:36]([CH2:41][C:42]2[CH:47]=[CH:46][C:45]([Cl:48])=[CH:44][C:43]=2[Cl:49])[N:35]=1)[CH2:30][CH2:31][CH3:32]. Reactant: C1(P([CH2:15][S:16]([NH:19][C:20](=[O:26])[O:21][C:22]([CH3:25])([CH3:24])[CH3:23])(=[O:18])=[O:17])(C2C=CC=CC=2)=O)C=CC=CC=1.[H-].[Na+].[CH2:29]([O:33][C:34]1[CH:38]=[C:37]([CH:39]=O)[N:36]([CH2:41][C:42]2[CH:47]=[CH:46][C:45]([Cl:48])=[CH:44][C:43]=2[Cl:49])[N:35]=1)[CH2:30][CH2:31][CH3:32]. (4) Reactant: [ClH:1].O1CCOCC1.OC(C(F)(F)F)=O.[CH3:15][O:16][C:17]1[CH:22]=[CH:21][C:20]([NH:23][C:24]([N:26]2[CH2:31][CH2:30][N:29](C(OC(C)(C)C)=O)[CH2:28][CH:27]2[CH2:39][NH:40][C:41]2[CH:42]=[N:43][CH:44]=[CH:45][CH:46]=2)=[O:25])=[CH:19][CH:18]=1. Product: [ClH:1].[ClH:1].[CH3:15][O:16][C:17]1[CH:18]=[CH:19][C:20]([NH:23][C:24]([N:26]2[CH2:31][CH2:30][NH:29][CH2:28][CH:27]2[CH2:39][NH:40][C:41]2[CH:42]=[N:43][CH:44]=[CH:45][CH:46]=2)=[O:25])=[CH:21][CH:22]=1. The catalyst class is: 5. (5) Reactant: CC(C)=O.[F:5][C:6]1[CH:11]=[CH:10][CH:9]=[C:8]([F:12])[C:7]=1[N:13]1[C:18]2[N:19]=[C:20]([NH:38][CH2:39][C:40]3[NH:41][CH:42]=[CH:43][N:44]=3)[N:21]=[C:22]([C:23]3[CH:24]=[C:25]([CH:34]=[CH:35][C:36]=3[CH3:37])[C:26]([NH:28][C:29]3[S:30][CH:31]=[CH:32][N:33]=3)=[O:27])[C:17]=2[CH:16]=[CH:15][C:14]1=[O:45].[CH2:46]([S:48]([OH:51])(=[O:50])=[O:49])[CH3:47]. Product: [CH2:46]([S:48]([OH:51])(=[O:50])=[O:49])[CH3:47].[F:5][C:6]1[CH:11]=[CH:10][CH:9]=[C:8]([F:12])[C:7]=1[N:13]1[C:18]2[N:19]=[C:20]([NH:38][CH2:39][C:40]3[NH:44][CH:43]=[CH:42][N:41]=3)[N:21]=[C:22]([C:23]3[CH:24]=[C:25]([CH:34]=[CH:35][C:36]=3[CH3:37])[C:26]([NH:28][C:29]3[S:30][CH:31]=[CH:32][N:33]=3)=[O:27])[C:17]=2[CH:16]=[CH:15][C:14]1=[O:45]. The catalyst class is: 1. (6) Reactant: [NH2:1][C:2]1[N:6]([C:7]2[CH:12]=[CH:11][CH:10]=[CH:9][CH:8]=2)[N:5]=[C:4]([O:13][CH2:14][CH3:15])[C:3]=1[C:16]([O:18][CH2:19][CH3:20])=[O:17].CCN(C(C)C)C(C)C.Cl[C:31](Cl)([O:33]C(=O)OC(Cl)(Cl)Cl)Cl.Cl.Cl.[F:44][C:45]1[CH:46]=[C:47]([C@@H:52]2[CH2:56][N:55]([CH2:57][CH2:58][O:59][CH3:60])[CH2:54][C@H:53]2[NH2:61])[CH:48]=[C:49]([F:51])[CH:50]=1. Product: [F:51][C:49]1[CH:48]=[C:47]([C@@H:52]2[CH2:56][N:55]([CH2:57][CH2:58][O:59][CH3:60])[CH2:54][C@H:53]2[NH:61][C:31](=[O:33])[NH:1][C:2]2[N:6]([C:7]3[CH:12]=[CH:11][CH:10]=[CH:9][CH:8]=3)[N:5]=[C:4]([O:13][CH2:14][CH3:15])[C:3]=2[C:16]([O:18][CH2:19][CH3:20])=[O:17])[CH:46]=[C:45]([F:44])[CH:50]=1. The catalyst class is: 2.